From a dataset of Catalyst prediction with 721,799 reactions and 888 catalyst types from USPTO. Predict which catalyst facilitates the given reaction. Product: [CH3:10][C:9]1[C:8]2[CH:11]=[CH:12][C:13]([C:15]([F:18])([F:17])[F:16])=[CH:14][C:7]=2[S:6][C:5]=1[C:3](=[O:4])[CH2:21][CH2:22][CH2:23][CH3:24]. The catalyst class is: 683. Reactant: CN(OC)[C:3]([C:5]1[S:6][C:7]2[CH:14]=[C:13]([C:15]([F:18])([F:17])[F:16])[CH:12]=[CH:11][C:8]=2[C:9]=1[CH3:10])=[O:4].[CH2:21]([Mg]Cl)[CH2:22][CH2:23][CH3:24].C1COCC1.C1(C)C=CC=CC=1.